This data is from Full USPTO retrosynthesis dataset with 1.9M reactions from patents (1976-2016). The task is: Predict the reactants needed to synthesize the given product. (1) Given the product [F:4][C:5]1[CH:6]=[C:7]([C@@H:11]2[CH2:20][CH2:19][CH2:18][C@H:17]3[N:12]2[C:13](=[O:29])/[C:14](=[CH:35]/[C:34]2[CH:37]=[CH:38][C:39]([N:40]4[CH:44]=[C:43]([CH3:45])[N:42]=[CH:41]4)=[C:32]([O:31][CH3:30])[CH:33]=2)/[CH2:15][CH2:16]3)[CH:8]=[CH:9][CH:10]=1, predict the reactants needed to synthesize it. The reactants are: O.[OH-].[Li+].[F:4][C:5]1[CH:6]=[C:7]([C@@H:11]2[CH2:20][CH2:19][CH2:18][C@H:17]3[N:12]2[C:13](=[O:29])[CH:14](P(=O)(OCC)OCC)[CH2:15][CH2:16]3)[CH:8]=[CH:9][CH:10]=1.[CH3:30][O:31][C:32]1[CH:33]=[C:34]([CH:37]=[CH:38][C:39]=1[N:40]1[CH:44]=[C:43]([CH3:45])[N:42]=[CH:41]1)[CH:35]=O.C(OCC)(=O)C. (2) Given the product [CH:1]1([CH:4]([C:7]2[C:8]([C:9]3[CH:14]=[CH:13][C:12]([C:15]([F:18])([F:17])[F:16])=[CH:11][CH:10]=3)=[N:56][C:55]([NH:54][C:44]3[CH:45]=[CH:46][C:47]([N:48]4[CH:52]=[C:51]([CH3:53])[N:50]=[CH:49]4)=[C:42]([O:41][CH3:40])[CH:43]=3)=[N:57][CH:20]=2)[C:5]#[N:6])[CH2:3][CH2:2]1, predict the reactants needed to synthesize it. The reactants are: [CH:1]1([CH:4]([CH2:7][C:8](=O)[C:9]2[CH:14]=[CH:13][C:12]([C:15]([F:18])([F:17])[F:16])=[CH:11][CH:10]=2)[C:5]#[N:6])[CH2:3][CH2:2]1.[C:20](OC(N(C)C)N(C)C)(C)(C)C.[N+]([O-])(O)=O.[N+]([O-])(O)=O.[CH3:40][O:41][C:42]1[CH:43]=[C:44]([NH:54][C:55]([NH2:57])=[NH:56])[CH:45]=[CH:46][C:47]=1[N:48]1[CH:52]=[C:51]([CH3:53])[N:50]=[CH:49]1. (3) Given the product [C:21]([O:11][CH2:10][CH2:9][C:8]([CH3:7])([CH:18]=[CH2:19])[C:12]([CH3:17])([CH3:16])[CH2:13][CH:14]=[CH2:15])(=[O:22])[CH3:20], predict the reactants needed to synthesize it. The reactants are: C([O-])([O-])=O.[K+].[K+].[CH3:7][C:8]([CH:18]=[CH2:19])([C:12]([CH3:17])([CH3:16])[CH2:13][CH:14]=[CH2:15])[CH2:9][CH2:10][OH:11].[CH3:20][CH2:21][O:22]C(C)=O.C(Cl)Cl. (4) Given the product [Cl:10][C:11]1[CH:12]=[C:13]([C:18]2[O:22][C:21]([CH2:23][CH2:24][NH:25][C:6]([C:4]3[N:3]=[CH:2][NH:1][CH:5]=3)=[O:8])=[CH:20][CH:19]=2)[CH:14]=[CH:15][C:16]=1[Cl:17], predict the reactants needed to synthesize it. The reactants are: [NH:1]1[CH:5]=[C:4]([C:6]([OH:8])=O)[N:3]=[CH:2]1.Cl.[Cl:10][C:11]1[CH:12]=[C:13]([C:18]2[O:22][C:21]([CH2:23][CH2:24][NH2:25])=[CH:20][CH:19]=2)[CH:14]=[CH:15][C:16]=1[Cl:17]. (5) Given the product [Cl:8][C:6]1([NH2:18])[N:7]=[CH:2][N:3]=[C:4]([NH:9][C@H:10]([C:12]2[CH:17]=[CH:16][CH:15]=[CH:14][CH:13]=2)[CH3:11])[NH:5]1, predict the reactants needed to synthesize it. The reactants are: Cl[C:2]1[N:7]=[C:6]([Cl:8])[N:5]=[C:4]([NH:9][C@H:10]([C:12]2[CH:17]=[CH:16][CH:15]=[CH:14][CH:13]=2)[CH3:11])[N:3]=1.[NH4+:18].[OH-]. (6) Given the product [CH:1]1([C:4]2[C:9](=[O:10])[NH:8][C:7](=[O:11])[N:6]([CH2:12][C:13]3[CH:14]=[C:15]([NH:51][CH2:52][C:53]4[CH:58]=[CH:57][C:56]([O:59][CH3:60])=[CH:55][CH:54]=4)[N:16]=[C:17]([F:19])[CH:18]=3)[C:5]=2[C:21]([C:23]2[CH:24]=[C:25]([CH:28]=[C:29]([CH3:31])[CH:30]=2)[C:26]#[N:27])=[O:22])[CH2:2][CH2:3]1, predict the reactants needed to synthesize it. The reactants are: [CH:1]1([C:4]2[C:9](=[O:10])[NH:8][C:7](=[O:11])[N:6]([CH2:12][C:13]3[CH:18]=[C:17]([F:19])[N:16]=[C:15](F)[CH:14]=3)[C:5]=2[C:21]([C:23]2[CH:24]=[C:25]([CH:28]=[C:29]([CH3:31])[CH:30]=2)[C:26]#[N:27])=[O:22])[CH2:3][CH2:2]1.C(=O)([O-])[O-].[K+].[K+].FC1C=C(COS(C)(=O)=O)C=C([NH:51][CH2:52][C:53]2[CH:58]=[CH:57][C:56]([O:59][CH3:60])=[CH:55][CH:54]=2)N=1.[I-].[Li+].